Task: Regression. Given a peptide amino acid sequence and an MHC pseudo amino acid sequence, predict their binding affinity value. This is MHC class I binding data.. Dataset: Peptide-MHC class I binding affinity with 185,985 pairs from IEDB/IMGT (1) The peptide sequence is KVVPRRKAK. The MHC is HLA-A74:01 with pseudo-sequence HLA-A74:01. The binding affinity (normalized) is 0.417. (2) The peptide sequence is MIFVSSIFI. The MHC is HLA-A68:02 with pseudo-sequence HLA-A68:02. The binding affinity (normalized) is 0.848. (3) The peptide sequence is VVCNAAML. The MHC is H-2-Kb with pseudo-sequence H-2-Kb. The binding affinity (normalized) is 0.232. (4) The peptide sequence is DQELSDAPF. The MHC is HLA-B15:01 with pseudo-sequence HLA-B15:01. The binding affinity (normalized) is 0.0847. (5) The peptide sequence is VVYCNGQRK. The MHC is HLA-A31:01 with pseudo-sequence HLA-A31:01. The binding affinity (normalized) is 0.330. (6) The peptide sequence is VVDTFISYNR. The MHC is HLA-A68:01 with pseudo-sequence HLA-A68:01. The binding affinity (normalized) is 0.594. (7) The peptide sequence is FVDVGVSAL. The MHC is HLA-B18:01 with pseudo-sequence HLA-B18:01. The binding affinity (normalized) is 0.0847. (8) The peptide sequence is AYIDNYNKV. The MHC is HLA-A31:01 with pseudo-sequence HLA-A31:01. The binding affinity (normalized) is 0.0810.